This data is from Experimentally validated miRNA-target interactions with 360,000+ pairs, plus equal number of negative samples. The task is: Binary Classification. Given a miRNA mature sequence and a target amino acid sequence, predict their likelihood of interaction. (1) The miRNA is mmu-miR-7000-3p with sequence CACCCACCUGCCUGUCCUCCAG. The protein sequence of the target gene is MESADFYEAEPRPPMSSHLQSPPHAPSSAAFGFPRGAGPAQPPAPPAAPEPLGGICEHETSIDISAYIDPAAFNDEFLADLFQHSRQQEKAKAAVGPTGGGGGGDFDYPGAPAGPGGAVMPGGAHGPPPGYGCAAAGYLDGRLEPLYERVGAPALRPLVIKQEPREEDEAKQLALAGLFPYQPPPPPPPSHPHPHPPPAHLAAPHLQFQIAHCGQTTMHLQPGHPTPPPTPVPSPHPAPALGAAGLPGPGSALKGLGAAHPDLRASGGSGAGKAKKSVDKNSNEYRVRRERNNIAVRKSR.... Result: 0 (no interaction). (2) The miRNA is hsa-miR-92b-3p with sequence UAUUGCACUCGUCCCGGCCUCC. The protein sequence of the target gene is MSGSSGGAAAPAASSGPAAAASAAGSGCGGGAGEGAEEAAKDLADIAAFFRSGFRKNDEMKAMDVLPILKEKVAYLSGGRDKRGGPILTFPARSNHDRIRQEDLRRLISYLACIPSEEVCKRGFTVIVDMRGSKWDSIKPLLKILQESFPCCIHVALIIKPDNFWQKQRTNFGSSKFEFETNMVSLEGLTKVVDPSQLTPEFDGCLEYNHEEWIEIRVAFEDYISNATHMLSRLEELQDILAKKELPQDLEGARNMIEEHSQLKKKVIKAPIEDLDLEGQKLLQRIQSSESFPKKNSGSG.... Result: 1 (interaction). (3) The miRNA is mmu-miR-343 with sequence UCUCCCUUCAUGUGCCCAGA. The protein sequence of the target gene is MAASRWLRAVLLFLCASDLLLLPPPNAYAADTPGEATPPPRKKKDIRDYNDADMARLLEQWEKDDDIEEGDLPEHKRPSAPIDFSKLDPGKPESILKMTKKGKTLMMFVTVSGNPTEKETEEITSLWQGSLFNANYDVQRFIVGSDRAIFMLRDGSYAWEIKDFLVSQDRCAEVTLEGQMYPGKGGGSKEKNKTKPEKAKKKEGDPKPRASKEDNRAGSRREDL. Result: 0 (no interaction). (4) The miRNA is hsa-miR-27b-3p with sequence UUCACAGUGGCUAAGUUCUGC. The protein sequence of the target gene is MAALYACTKCHQRFPFEALSQGQQLCKECRIAHPVVKCTYCRTEYQQESKTNTICKKCAQNVQLYGTPKPCQYCNIIAAFIGNKCQRCTNSEKKYGPPYSCEQCKQQCAFDRKDDRKKVDGKLLCWLCTLSYKRVLQKTKEQRKHLSSSSRAGHQEKEQYSRLSGGGHYNSQKTLSTSSIQNEIPKKKSKFESITTNGDSFSPDLALDSPGTDHFVIIAQLKEEVATLKKMLHQKDQMILEKEKKITELKADFQYQESQMRAKMNQMEKTHKEVTEQLQAKNRELLKQAAALSKSKKSEK.... Result: 0 (no interaction). (5) The protein sequence of the target gene is MNYPGRGSPRSPEHNGRGGGGGAWELGSDARPAFGGGVCCFEHLPGGDPDDGDVPLALLRGEPGLHLAPGTDDHNHHLALDPCLSDENYDFSSAESGSSLRYYSEGESGGGGSSLSLHPPQQPPLVPTNSGGGGATGGSPGERKRTRLGGPAARHRYEVVTELGPEEVRWFYKEDKKTWKPFIGYDSLRIELAFRTLLQTTGARPQGGDRDGDHVCSPTGPASSSGEDDDEDRACGFCQSTTGHEPEMVELVNIEPVCVRGGLYEVDVTQGECYPVYWNQADKIPVMRGQWFIDGTWQPL.... Result: 1 (interaction). The miRNA is hsa-miR-181b-5p with sequence AACAUUCAUUGCUGUCGGUGGGU. (6) The miRNA is mmu-miR-664-3p with sequence UAUUCAUUUACUCCCCAGCCUA. The protein sequence of the target gene is MPPAMADNLDIWAVDSQIASDGAISVDFLLPTGIYIQLEVPREATISYIKQMLWKQVHNYPMFNLLMDIDSYMFACVNQTAVYEELEDETRRLCDVRPFLPVLKLVTRSCDPAEKLDSKIGVLIGKGLHEFDALKDPEVNEFRRKMRKFSEAKIQSLVGLSWIDWLKHTYPPEHEPSVLENLEDKLYGGKLVVAVHFENSQDVFSFQVSPNLNPIKINELAIQKRLTIRGKEDEASPCDYVLQVSGRVEYVFGDHPLIQFQYIRNCVMNRTLPHFILVECCKIKKMYEQEMIAIEAAINR.... Result: 0 (no interaction). (7) The miRNA is hsa-miR-495-5p with sequence GAAGUUGCCCAUGUUAUUUUCG. The protein sequence of the target gene is MIFLTALPLFWIMISASRGGHWGAWMPSSISAFEGTCVSIPCRFDFPDELRPAVVHGVWYFNSPYPKNYPPVVFKSRTQVVHESFQGRSRLLGDLGLRNCTLLLSNVSPELGGKYYFRGDLGGYNQYTFSEHSVLDIVNTPNIVVPPEVVAGTEVEVSCMVPDNCPELRPELSWLGHEGLGEPAVLGRLREDEGTWVQVSLLHFVPTREANGHRLGCQASFPNTTLQFEGYASMDVKYPPVIVEMNSSVEAIEGSHVSLLCGADSNPPPLLTWMRDGTVLREAVAESLLLELEEVTPAED.... Result: 0 (no interaction). (8) Result: 0 (no interaction). The miRNA is hsa-miR-4688 with sequence UAGGGGCAGCAGAGGACCUGGG. The protein sequence of the target gene is MLGAVKMEGHEPSDWSSYYAEPEGYSSVSNMNAGLGMNGMNTYMSMSAAAMGGGSGNMSAGSMNMSSYVGAGMSPSLAGMSPGAGAMAGMSGSAGAAGVAGMGPHLSPSLSPLGGQAAGAMGGLAPYANMNSMSPMYGQAGLSRARDPKTYRRSYTHAKPPYSYISLITMAIQQSPNKMLTLSEIYQWIMDLFPFYRQNQQRWQNSIRHSLSFNDCFLKVPRSPDKPGKGSFWTLHPDSGNMFENGCYLRRQKRFKCEKQLALKEAAGAASSGGKKTAPGSQASQAQLGEAAGSASETPA.... (9) Result: 1 (interaction). The miRNA is hsa-miR-6776-3p with sequence CAACCACCACUGUCUCUCCCCAG. The protein sequence of the target gene is MERISAFFSSIWDTILTKHQEGIYNTICLGVLLGLPLLVIITLLFICCHCCWSPPGKRGQQPEKNKKKKKKKKKKDEEDLWISAQPKLLQMEKRPSLPV.